Dataset: Reaction yield outcomes from USPTO patents with 853,638 reactions. Task: Predict the reaction yield, written as a fraction of the theoretical maximum amount of product (1.0 means a 100% yield; for example, 0.34 means a 34% yield). (1) The reactants are [NH2:1][NH2:2].[C:3]1(=O)[C:11]2[CH2:10][CH2:9][CH2:8][CH2:7][C:6]=2[C:5](=[O:12])[O:4]1. The catalyst is O.CC(O)=O. The product is [C:5]1(=[O:12])[C:6]2[CH2:7][CH2:8][CH2:9][CH2:10][C:11]=2[C:3](=[O:4])[NH:2][NH:1]1. The yield is 0.957. (2) The product is [CH3:1][N:15]1[CH2:20][CH2:19][CH:18]([C:21]2[N:22]=[CH:23][C:24]([C:27]([O:29][CH3:30])=[O:28])=[CH:25][N:26]=2)[CH2:17][CH2:16]1. The yield is 0.940. The reactants are [C:1](O[BH-](OC(=O)C)OC(=O)C)(=O)C.[Na+].[NH:15]1[CH2:20][CH2:19][CH:18]([C:21]2[N:26]=[CH:25][C:24]([C:27]([O:29][CH3:30])=[O:28])=[CH:23][N:22]=2)[CH2:17][CH2:16]1.C=O.C(O)(=O)C. The catalyst is CO.